From a dataset of Forward reaction prediction with 1.9M reactions from USPTO patents (1976-2016). Predict the product of the given reaction. (1) Given the reactants [CH3:1][CH:2]1[CH2:10][CH:9]([OH:11])[C:5](=[C:6]([CH3:8])[CH3:7])[CH2:4][CH2:3]1.[H][H], predict the reaction product. The product is: [CH3:1][C@H:2]1[CH2:10][CH:9]([OH:11])[C@@H:5]([CH:6]([CH3:8])[CH3:7])[CH2:4][CH2:3]1.[CH3:1][C@H:2]1[CH2:10][C@@H:9]([OH:11])[C@@H:5]([CH:6]([CH3:8])[CH3:7])[CH2:4][CH2:3]1. (2) Given the reactants [NH2:1][C:2]1[N:7]=[CH:6][C:5](/[CH:8]=[CH:9]/[C:10]([N:12]([CH2:14][C:15]2[S:19][C:18]3[C:20]([F:24])=[CH:21][CH:22]=[CH:23][C:17]=3[C:16]=2[Cl:25])[CH3:13])=[O:11])=[CH:4][CH:3]=1.Cl, predict the reaction product. The product is: [ClH:25].[NH2:1][C:2]1[N:7]=[CH:6][C:5](/[CH:8]=[CH:9]/[C:10]([N:12]([CH2:14][C:15]2[S:19][C:18]3[C:20]([F:24])=[CH:21][CH:22]=[CH:23][C:17]=3[C:16]=2[Cl:25])[CH3:13])=[O:11])=[CH:4][CH:3]=1. (3) Given the reactants [CH3:1][N:2]([CH3:26])[C:3]1[C:8]([C:9]#[N:10])=[C:7]([C:11]2[CH:16]=[CH:15][CH:14]=[CH:13][CH:12]=2)[C:6]([C:17]#[N:18])=[C:5]([S:19]C2C=CC=CC=2)[N:4]=1.[S-2].[Na+].[Na+].Cl, predict the reaction product. The product is: [CH3:1][N:2]([CH3:26])[C:3]1[C:8]([C:9]#[N:10])=[C:7]([C:11]2[CH:16]=[CH:15][CH:14]=[CH:13][CH:12]=2)[C:6]([C:17]#[N:18])=[C:5]([SH:19])[N:4]=1. (4) Given the reactants [Cl:1][C:2]1[CH:7]=[CH:6][C:5]([C:8]2([CH2:13][OH:14])[CH2:12][CH2:11][CH2:10][CH2:9]2)=[CH:4][CH:3]=1.C(N(CC)CC)C.[S:22](Cl)([CH3:25])(=[O:24])=[O:23], predict the reaction product. The product is: [Cl:1][C:2]1[CH:3]=[CH:4][C:5]([C:8]2([CH2:13][O:14][S:22]([CH3:25])(=[O:24])=[O:23])[CH2:12][CH2:11][CH2:10][CH2:9]2)=[CH:6][CH:7]=1. (5) Given the reactants [OH:1][C:2]1[CH:7]=[CH:6][C:5]([CH3:8])=[CH:4][CH:3]=1.C([O-])([O-])=O.[Cs+].[Cs+].Br[CH:16]([CH3:22])[C:17]([O:19][CH2:20][CH3:21])=[O:18], predict the reaction product. The product is: [CH2:20]([O:19][C:17](=[O:18])[CH:16]([O:1][C:2]1[CH:7]=[CH:6][C:5]([CH3:8])=[CH:4][CH:3]=1)[CH3:22])[CH3:21]. (6) Given the reactants [OH:1][C:2]1[CH:15]=[CH:14][C:5]([C:6]([C:8]2[CH:13]=[CH:12][CH:11]=[CH:10][CH:9]=2)=[O:7])=[CH:4][CH:3]=1.[C:16]([C:25]1[CH:30]=[CH:29][C:28]([OH:31])=[CH:27][CH:26]=1)([C:19]1[CH:24]=[CH:23][CH:22]=[CH:21][CH:20]=1)([CH3:18])[CH3:17].C(N(CC)CC)C.O=C([O-])[C@@H]([C@H]([C@@H]([C@@H](CO)O)O)O)O.[Na+].[OH-].[Na+].C(Cl)(Cl)=O, predict the reaction product. The product is: [C:6]([C:8]1[CH:13]=[CH:12][CH:11]=[CH:10][CH:9]=1)(=[O:7])[C:5]1[CH:14]=[CH:15][CH:2]=[CH:3][CH:4]=1.[CH3:17][C:16]([C:19]1[CH:24]=[CH:23][C:22]([OH:1])=[CH:21][CH:20]=1)([C:25]1[CH:26]=[CH:27][C:28]([OH:31])=[CH:29][CH:30]=1)[CH3:18].